This data is from Catalyst prediction with 721,799 reactions and 888 catalyst types from USPTO. The task is: Predict which catalyst facilitates the given reaction. Reactant: [CH3:1][O:2][C:3](=[O:47])[NH:4][CH:5]([C:9]([N:11]1[CH2:15][CH2:14][CH2:13][CH:12]1[C:16]1[NH:17][C:18]([C:21]2[CH:30]=[CH:29][C:28]3[C:23](=[CH:24][CH:25]=[C:26]([C:31]4[CH:36]=[CH:35][C:34]([C:37]5[NH:38][C:39]([CH:42]6[CH2:46][CH2:45][CH2:44][NH:43]6)=[N:40][CH:41]=5)=[CH:33][CH:32]=4)[CH:27]=3)[CH:22]=2)=[CH:19][N:20]=1)=[O:10])[CH:6]([CH3:8])[CH3:7].[CH3:48][O:49][C:50]([NH:52][C@@H:53]([C:57]1[CH:62]=[CH:61][CH:60]=[CH:59][CH:58]=1)[C:54](O)=[O:55])=[O:51].CN(C(ON1N=NC2C=CC=NC1=2)=[N+](C)C)C.F[P-](F)(F)(F)(F)F.[O-]P([O-])([O-])=O.[K+].[K+].[K+]. Product: [CH3:1][O:2][C:3](=[O:47])[NH:4][CH:5]([C:9]([N:11]1[CH2:15][CH2:14][CH2:13][CH:12]1[C:16]1[NH:17][C:18]([C:21]2[CH:30]=[CH:29][C:28]3[C:23](=[CH:24][CH:25]=[C:26]([C:31]4[CH:36]=[CH:35][C:34]([C:37]5[NH:38][C:39]([C@@H:42]6[CH2:46][CH2:45][CH2:44][N:43]6[C:54](=[O:55])[CH:53]([NH:52][C:50]([O:49][CH3:48])=[O:51])[C:57]6[CH:62]=[CH:61][CH:60]=[CH:59][CH:58]=6)=[N:40][CH:41]=5)=[CH:33][CH:32]=4)[CH:27]=3)[CH:22]=2)=[CH:19][N:20]=1)=[O:10])[CH:6]([CH3:8])[CH3:7]. The catalyst class is: 2.